From a dataset of Catalyst prediction with 721,799 reactions and 888 catalyst types from USPTO. Predict which catalyst facilitates the given reaction. Reactant: S([O-])(OCCCCCCCCCCCC)(=O)=O.[Na+].[C:19](#[N:22])[CH:20]=[CH2:21].[C:23]([O:27][CH2:28][CH2:29][CH2:30][CH3:31])(=[O:26])[CH:24]=[CH2:25]. Product: [C:19](#[N:22])[CH:20]=[CH2:21].[C:23]([O:27][CH2:28][CH2:29][CH2:30][CH3:31])(=[O:26])[CH:24]=[CH2:25]. The catalyst class is: 6.